From a dataset of NCI-60 drug combinations with 297,098 pairs across 59 cell lines. Regression. Given two drug SMILES strings and cell line genomic features, predict the synergy score measuring deviation from expected non-interaction effect. Drug 1: CC1C(C(CC(O1)OC2CC(CC3=C2C(=C4C(=C3O)C(=O)C5=C(C4=O)C(=CC=C5)OC)O)(C(=O)C)O)N)O.Cl. Drug 2: C1C(C(OC1N2C=NC3=C2NC=NCC3O)CO)O. Cell line: NCI-H460. Synergy scores: CSS=14.6, Synergy_ZIP=-0.733, Synergy_Bliss=-2.72, Synergy_Loewe=-49.5, Synergy_HSA=-2.19.